Dataset: Full USPTO retrosynthesis dataset with 1.9M reactions from patents (1976-2016). Task: Predict the reactants needed to synthesize the given product. (1) Given the product [CH3:36][C:34]1[N:35]=[C:30]([CH3:29])[C:31]2[N:32]([C:2]([C:23]3[CH:28]=[CH:27][CH:26]=[CH:25][CH:24]=3)=[C:3]([C:5]3[CH:10]=[CH:9][C:8]([C:11]4([NH:15][C:16](=[O:22])[O:17][C:18]([CH3:21])([CH3:20])[CH3:19])[CH2:14][CH2:13][CH2:12]4)=[CH:7][CH:6]=3)[N:37]=2)[CH:33]=1, predict the reactants needed to synthesize it. The reactants are: Br[CH:2]([C:23]1[CH:28]=[CH:27][CH:26]=[CH:25][CH:24]=1)[C:3]([C:5]1[CH:10]=[CH:9][C:8]([C:11]2([NH:15][C:16](=[O:22])[O:17][C:18]([CH3:21])([CH3:20])[CH3:19])[CH2:14][CH2:13][CH2:12]2)=[CH:7][CH:6]=1)=O.[CH3:29][C:30]1[C:31]([NH2:37])=[N:32][CH:33]=[C:34]([CH3:36])[N:35]=1.C(N(C(C)C)CC)(C)C. (2) Given the product [CH3:11][C:8]1([CH3:12])[CH2:9][O:10][CH:5]([CH2:4][CH2:3][CH2:2][N:27]2[CH2:28][CH2:29][CH:24]([C:20]3[CH:19]=[C:18]([NH:17][C:15](=[O:16])[CH:14]([CH3:13])[CH3:30])[CH:23]=[CH:22][CH:21]=3)[CH2:25][CH2:26]2)[O:6][CH2:7]1, predict the reactants needed to synthesize it. The reactants are: Br[CH2:2][CH2:3][CH2:4][CH:5]1[O:10][CH2:9][C:8]([CH3:12])([CH3:11])[CH2:7][O:6]1.[CH3:13][CH:14]([CH3:30])[C:15]([NH:17][C:18]1[CH:23]=[CH:22][CH:21]=[C:20]([CH:24]2[CH2:29][CH2:28][NH:27][CH2:26][CH2:25]2)[CH:19]=1)=[O:16]. (3) Given the product [Cl:1][C:2]1[CH:10]=[CH:9][C:5]([C:6]([NH:18][CH2:17][C:16]2[CH:19]=[CH:20][C:13]([C:12]#[N:11])=[CH:14][CH:15]=2)=[O:8])=[CH:4][N:3]=1, predict the reactants needed to synthesize it. The reactants are: [Cl:1][C:2]1[CH:10]=[CH:9][C:5]([C:6]([OH:8])=O)=[CH:4][N:3]=1.[NH2:11][CH2:12][C:13]1[CH:20]=[CH:19][C:16]([C:17]#[N:18])=[CH:15][CH:14]=1.C(Cl)CCl.CCN(C(C)C)C(C)C. (4) Given the product [CH2:34]([O:33][C:29](=[O:32])[CH2:30][NH:1][C:2]1[CH:20]=[CH:19][C:5]([O:6][CH:7]2[C:13](=[O:14])[NH:12][C:11]3=[CH:15][CH:16]=[CH:17][CH2:18][C:10]3=[CH:9][CH2:8]2)=[CH:4][C:3]=1[O:21][CH2:22][C:23]1[CH:28]=[CH:27][CH:26]=[CH:25][CH:24]=1)[CH3:35], predict the reactants needed to synthesize it. The reactants are: [NH2:1][C:2]1[CH:20]=[CH:19][C:5]([O:6][CH:7]2[C:13](=[O:14])[NH:12][C:11]3[CH:15]=[CH:16][CH:17]=[CH:18][C:10]=3[CH2:9][CH2:8]2)=[CH:4][C:3]=1[O:21][CH2:22][C:23]1[CH:28]=[CH:27][CH:26]=[CH:25][CH:24]=1.[C:29]([O:33][CH2:34][CH3:35])(=[O:32])[CH:30]=O.[BH3-]C#N.[Na+]. (5) Given the product [CH3:8][C:2]1[CH:3]=[CH:4][C:5]([CH3:7])=[CH:6][N+:1]=1[O-:14], predict the reactants needed to synthesize it. The reactants are: [N:1]1[CH:6]=[C:5]([CH3:7])[CH:4]=[CH:3][C:2]=1[CH3:8].ClC1C=C(C=CC=1)C(OO)=[O:14]. (6) Given the product [N:26]1([C:32]2[CH:33]=[CH:34][C:35]([NH:38][C:12]([C:9]3[CH:8]=[C:7]([O:15][CH2:16][O:17][CH2:18][CH2:19][Si:20]([CH3:23])([CH3:22])[CH3:21])[C:6]4[C:11](=[C:2]([N:43]5[CH2:44][CH2:45][CH2:46][N:40]([CH3:39])[CH2:41][CH2:42]5)[CH:3]=[C:4]([O:24][CH3:25])[CH:5]=4)[N:10]=3)=[O:14])=[CH:36][CH:37]=2)[CH2:27][CH2:28][O:29][CH2:30][CH2:31]1, predict the reactants needed to synthesize it. The reactants are: Br[C:2]1[CH:3]=[C:4]([O:24][CH3:25])[CH:5]=[C:6]2[C:11]=1[N:10]=[C:9]([C:12]([OH:14])=O)[CH:8]=[C:7]2[O:15][CH2:16][O:17][CH2:18][CH2:19][Si:20]([CH3:23])([CH3:22])[CH3:21].[N:26]1([C:32]2[CH:37]=[CH:36][C:35]([NH-:38])=[CH:34][CH:33]=2)[CH2:31][CH2:30][O:29][CH2:28][CH2:27]1.[CH3:39][N:40]1[CH2:46][CH2:45][CH2:44][NH:43][CH2:42][CH2:41]1.C1C=CC(P(C2C(C3C(P(C4C=CC=CC=4)C4C=CC=CC=4)=CC=C4C=3C=CC=C4)=C3C(C=CC=C3)=CC=2)C2C=CC=CC=2)=CC=1.C(=O)([O-])[O-].[Cs+].[Cs+]. (7) The reactants are: [F:1][C:2]([F:15])([F:14])[S:3]([O:6]S(C(F)(F)F)(=O)=O)(=[O:5])=[O:4].O[C:17]1[CH:29]=[CH:28][C:20]([C:21]([O:23][C:24]([CH3:27])([CH3:26])[CH3:25])=[O:22])=[CH:19][CH:18]=1.O. Given the product [C:24]([O:23][C:21](=[O:22])[C:20]1[CH:28]=[CH:29][C:17]([O:6][S:3]([C:2]([F:15])([F:14])[F:1])(=[O:5])=[O:4])=[CH:18][CH:19]=1)([CH3:27])([CH3:25])[CH3:26], predict the reactants needed to synthesize it.